The task is: Predict which catalyst facilitates the given reaction.. This data is from Catalyst prediction with 721,799 reactions and 888 catalyst types from USPTO. (1) Reactant: [OH:1][CH:2]([C:8]1[S:9][CH:10]=[CH:11][CH:12]=1)[C:3]([O:5][CH2:6][CH3:7])=[O:4].CCN(C(C)C)C(C)C.[CH3:22][S:23](Cl)(=[O:25])=[O:24]. Product: [CH3:22][S:23]([O:1][CH:2]([C:8]1[S:9][CH:10]=[CH:11][CH:12]=1)[C:3]([O:5][CH2:6][CH3:7])=[O:4])(=[O:25])=[O:24]. The catalyst class is: 2. (2) Reactant: [Br:1][C:2]1[C:3](=[O:47])[N:4]([CH2:38][C:39]2[CH:44]=[CH:43][C:42]([O:45][CH3:46])=[CH:41][CH:40]=2)[C:5]([CH3:37])=[CH:6][C:7]=1[O:8][CH2:9][C:10]1[CH:36]=[CH:35][CH:34]=[CH:33][C:11]=1[CH2:12][NH:13][C:14]([NH:16][C:17]1[N:21]([C:22]2[CH:27]=[CH:26][CH:25]=[C:24](F)[CH:23]=2)[N:20]=[C:19]([C:29]([CH3:32])([CH3:31])[CH3:30])[CH:18]=1)=[O:15].[CH2:48](N(CC)CC)C.C(C1C=C(NC(=O)OC2C=CC([N+]([O-])=O)=CC=2)N(C2C=CC=CC=2)N=1)(C)(C)C. Product: [Br:1][C:2]1[C:3](=[O:47])[N:4]([CH2:38][C:39]2[CH:44]=[CH:43][C:42]([O:45][CH3:46])=[CH:41][CH:40]=2)[C:5]([CH3:37])=[CH:6][C:7]=1[O:8][CH2:9][C:10]1[CH:36]=[CH:35][CH:34]=[CH:33][C:11]=1[CH2:12][NH:13][C:14]([NH:16][C:17]1[N:21]([C:22]2[CH:27]=[CH:26][C:25]([CH3:48])=[CH:24][CH:23]=2)[N:20]=[C:19]([C:29]([CH3:32])([CH3:31])[CH3:30])[CH:18]=1)=[O:15]. The catalyst class is: 2.